Dataset: TCR-epitope binding with 47,182 pairs between 192 epitopes and 23,139 TCRs. Task: Binary Classification. Given a T-cell receptor sequence (or CDR3 region) and an epitope sequence, predict whether binding occurs between them. (1) The epitope is ILHCANFNV. The TCR CDR3 sequence is CASSLVGGNTGELFF. Result: 1 (the TCR binds to the epitope). (2) The epitope is IVDTVSALV. The TCR CDR3 sequence is CASSDRQVYEQYF. Result: 0 (the TCR does not bind to the epitope).